Predict the product of the given reaction. From a dataset of Forward reaction prediction with 1.9M reactions from USPTO patents (1976-2016). Given the reactants [H-].[Na+].[CH3:3][O:4][C:5]([C:7]1[N:11]=[C:10]([Cl:12])[NH:9][N:8]=1)=[O:6].[CH3:13][Si:14]([CH2:17][CH2:18][O:19][CH2:20]Cl)([CH3:16])[CH3:15], predict the reaction product. The product is: [CH3:3][O:4][C:5]([C:7]1[N:11]=[C:10]([Cl:12])[N:9]([CH2:20][O:19][CH2:18][CH2:17][Si:14]([CH3:16])([CH3:15])[CH3:13])[N:8]=1)=[O:6].